From a dataset of Full USPTO retrosynthesis dataset with 1.9M reactions from patents (1976-2016). Predict the reactants needed to synthesize the given product. (1) Given the product [OH:13][CH2:14][CH2:15][CH2:16][CH2:17][CH2:18][CH2:19][CH2:20][CH2:21][CH2:22][CH2:23][CH2:24][CH2:25][CH2:26][C:27]([O:29][CH3:2])=[O:28], predict the reactants needed to synthesize it. The reactants are: O.[C:2]1(C)C=CC(S(O)(=O)=O)=CC=1.[OH:13][CH2:14][CH2:15][CH2:16][CH2:17][CH2:18][CH2:19][CH2:20][CH2:21][CH2:22][CH2:23][CH2:24][CH2:25][CH2:26][C:27]([OH:29])=[O:28]. (2) The reactants are: [NH2:1][C:2]1[O:3][CH:4]([C:8]2[CH:13]=[CH:12][CH:11]=[CH:10][CH:9]=2)[C:5](=[O:7])[N:6]=1.N[CH2:15][CH:16]1[CH2:21][CH2:20][CH2:19][CH2:18][CH2:17]1. Given the product [CH:16]1([CH2:15][NH:1][C:2]2[O:3][CH:4]([C:8]3[CH:13]=[CH:12][CH:11]=[CH:10][CH:9]=3)[C:5](=[O:7])[N:6]=2)[CH2:21][CH2:20][CH2:19][CH2:18][CH2:17]1, predict the reactants needed to synthesize it. (3) The reactants are: Cl.[CH3:2][C:3]1[CH:11]=[C:10]([O:12][CH2:13][CH2:14][C@H:15]([CH:17]2[CH2:22][CH2:21][NH:20][CH2:19][CH2:18]2)[CH3:16])[CH:9]=[CH:8][C:4]=1[C:5]([OH:7])=[O:6].Cl[C:24]1[N:29]=[CH:28][C:27]([Cl:30])=[CH:26][N:25]=1. Given the product [Cl:30][C:27]1[CH:26]=[N:25][C:24]([N:20]2[CH2:19][CH2:18][CH:17]([C@H:15]([CH3:16])[CH2:14][CH2:13][O:12][C:10]3[CH:9]=[CH:8][C:4]([C:5]([OH:7])=[O:6])=[C:3]([CH3:2])[CH:11]=3)[CH2:22][CH2:21]2)=[N:29][CH:28]=1, predict the reactants needed to synthesize it. (4) The reactants are: Cl.[CH3:2][CH:3]1[CH2:12][C:11]2[C:6](=[CH:7][CH:8]=[CH:9][CH:10]=2)[CH:5]([C:13]2[CH:18]=[CH:17][C:16]([C:19]([F:22])([F:21])[F:20])=[CH:15][CH:14]=2)[NH:4]1.CCN(C(C)C)C(C)C.[F:32][C:33]1[CH:38]=[CH:37][C:36]([N:39]=[C:40]=[O:41])=[CH:35][CH:34]=1.O. Given the product [F:32][C:33]1[CH:38]=[CH:37][C:36]([NH:39][C:40]([N:4]2[CH:3]([CH3:2])[CH2:12][C:11]3[C:6](=[CH:7][CH:8]=[CH:9][CH:10]=3)[CH:5]2[C:13]2[CH:14]=[CH:15][C:16]([C:19]([F:20])([F:22])[F:21])=[CH:17][CH:18]=2)=[O:41])=[CH:35][CH:34]=1, predict the reactants needed to synthesize it. (5) Given the product [Cl:22][C:6]1[C:15]([C:16]([OH:18])=[O:17])=[N:14][C:13]2[C:8]([N:7]=1)=[CH:9][CH:10]=[CH:11][CH:12]=2, predict the reactants needed to synthesize it. The reactants are: C(OC(=O)C[C:6]1[C:15]([C:16]([OH:18])=[O:17])=[N:14][C:13]2[C:8](=[CH:9][CH:10]=[CH:11][CH:12]=2)[N:7]=1)C.O=P(Cl)(Cl)[Cl:22].CN(C=O)C. (6) The reactants are: Cl[CH2:2][C:3]([N:5]1[C:13]2[C:8](=[CH:9][C:10]([O:14][CH2:15][C:16]3[S:17][C:18]([C:27]([F:30])([F:29])[F:28])=[C:19]([C:21]4[CH:26]=[CH:25][CH:24]=[CH:23][CH:22]=4)[CH:20]=3)=[CH:11][CH:12]=2)[CH2:7][CH2:6]1)=[O:4].[C:31](#[N:33])[CH3:32]. Given the product [CH2:31]([NH:33][CH2:2][C:3]([N:5]1[C:13]2[C:8](=[CH:9][C:10]([O:14][CH2:15][C:16]3[S:17][C:18]([C:27]([F:30])([F:29])[F:28])=[C:19]([C:21]4[CH:26]=[CH:25][CH:24]=[CH:23][CH:22]=4)[CH:20]=3)=[CH:11][CH:12]=2)[CH2:7][CH2:6]1)=[O:4])[CH3:32], predict the reactants needed to synthesize it. (7) Given the product [CH3:15][N:14]([CH3:16])[C:12]1[C:11]([C:17]([F:18])([F:19])[F:20])=[CH:10][C:9]2[NH:21][C:22](=[O:45])[CH2:23][C:24]([C:25]3[CH:30]=[CH:29][CH:28]=[C:27]([N:31]4[C:35]([CH2:36][OH:37])=[CH:34][CH:33]=[N:32]4)[CH:26]=3)=[N:7][C:8]=2[CH:13]=1, predict the reactants needed to synthesize it. The reactants are: C(OC(=O)[NH:7][C:8]1[CH:13]=[C:12]([N:14]([CH3:16])[CH3:15])[C:11]([C:17]([F:20])([F:19])[F:18])=[CH:10][C:9]=1[NH:21][C:22](=[O:45])[CH2:23][C:24](=O)[C:25]1[CH:30]=[CH:29][CH:28]=[C:27]([N:31]2[C:35]([CH2:36][O:37]C3CCCCO3)=[CH:34][CH:33]=[N:32]2)[CH:26]=1)(C)(C)C.C(O)(C(F)(F)F)=O.